Dataset: Peptide-MHC class I binding affinity with 185,985 pairs from IEDB/IMGT. Task: Regression. Given a peptide amino acid sequence and an MHC pseudo amino acid sequence, predict their binding affinity value. This is MHC class I binding data. (1) The peptide sequence is ISCQIYNAL. The MHC is HLA-A03:01 with pseudo-sequence HLA-A03:01. The binding affinity (normalized) is 0.0847. (2) The peptide sequence is EIPQFMIGL. The MHC is HLA-B07:02 with pseudo-sequence HLA-B07:02. The binding affinity (normalized) is 0.278. (3) The peptide sequence is ALPPRAYAM. The MHC is HLA-A24:02 with pseudo-sequence HLA-A24:02. The binding affinity (normalized) is 0.115. (4) The peptide sequence is TTTGIGYQPY. The MHC is Patr-B0101 with pseudo-sequence Patr-B0101. The binding affinity (normalized) is 0. (5) The peptide sequence is ITTLLNETA. The MHC is HLA-A68:02 with pseudo-sequence HLA-A68:02. The binding affinity (normalized) is 0.608. (6) The peptide sequence is FQLYSDLAH. The MHC is HLA-A03:01 with pseudo-sequence HLA-A03:01. The binding affinity (normalized) is 0.0847. (7) The peptide sequence is IIGLLKIFR. The MHC is HLA-B27:05 with pseudo-sequence HLA-B27:05. The binding affinity (normalized) is 0.0847.